Dataset: Full USPTO retrosynthesis dataset with 1.9M reactions from patents (1976-2016). Task: Predict the reactants needed to synthesize the given product. (1) The reactants are: [NH2:1][C:2]1[C:10]2[C:5](=[N:6][C:7](OS(C(F)(F)F)(=O)=O)=[CH:8][C:9]=2[S:11]([CH3:13])=[O:12])[S:4][C:3]=1[C:22](=[O:24])[NH2:23].[O:25]1[C:29]2([CH2:34][CH2:33][NH:32][CH2:31][CH2:30]2)[O:28][CH2:27][CH2:26]1. Given the product [NH2:1][C:2]1[C:10]2[C:5](=[N:6][C:7]([N:32]3[CH2:33][CH2:34][C:29]4([O:28][CH2:27][CH2:26][O:25]4)[CH2:30][CH2:31]3)=[CH:8][C:9]=2[S:11]([CH3:13])=[O:12])[S:4][C:3]=1[C:22]([NH2:23])=[O:24], predict the reactants needed to synthesize it. (2) Given the product [C:1]([O:4][C@@H:5]1[C@H:9]([O:10][C:11](=[O:13])[CH3:12])[C@@H:8]([C:14]2[N:15]=[N:16][N:17]([CH2:19][CH3:20])[N:18]=2)[O:7][C@H:6]1[N:21]1[CH:29]=[N:28][C:27]2[C:22]1=[N:23][C:24]([Cl:31])=[N:25][C:26]=2[NH:55][C@H:52]1[CH2:51][CH2:50][C@H:49]([NH:45][C:46]([O:47][C:36]([CH3:38])([CH3:56])[CH3:37])=[O:48])[CH2:54][CH2:53]1)(=[O:3])[CH3:2], predict the reactants needed to synthesize it. The reactants are: [C:1]([O:4][C@@H:5]1[C@H:9]([O:10][C:11](=[O:13])[CH3:12])[C@@H:8]([C:14]2[N:15]=[N:16][N:17]([CH2:19][CH3:20])[N:18]=2)[O:7][C@H:6]1[N:21]1[CH:29]=[N:28][C:27]2[C:22]1=[N:23][C:24]([Cl:31])=[N:25][C:26]=2Cl)(=[O:3])[CH3:2].C(N(CC)[CH:36]([CH3:38])[CH3:37])(C)C.CC([N:45]([C@H:49]1[CH2:54][CH2:53][C@H:52]([NH2:55])[CH2:51][CH2:50]1)[C:46](=[O:48])[O-:47])(C)C.[CH3:56]C(O)C. (3) Given the product [N:1]1[C:10]2[C:5](=[CH:6][CH:7]=[CH:8][CH:9]=2)[CH:4]=[C:3]([C:15]2[N:20]=[C:19]([C:21]3[NH:29][C:28]4[C:27]5([CH2:33][CH2:32][NH:31][CH2:30]5)[CH2:26][NH:25][C:24](=[O:41])[C:23]=4[CH:22]=3)[CH:18]=[CH:17][N:16]=2)[CH:2]=1, predict the reactants needed to synthesize it. The reactants are: [N:1]1[C:10]2[C:5](=[CH:6][CH:7]=[CH:8][CH:9]=2)[CH:4]=[C:3](B(O)O)[CH:2]=1.Cl[C:15]1[N:20]=[C:19]([C:21]2[NH:29][C:28]3[C:27]4([CH2:33][CH2:32][N:31](C(OC(C)(C)C)=O)[CH2:30]4)[CH2:26][NH:25][C:24](=[O:41])[C:23]=3[CH:22]=2)[CH:18]=[CH:17][N:16]=1.C([O-])([O-])=O.[K+].[K+].C1(C)C=CC=CC=1. (4) The reactants are: [CH2:1]=[O:2].S(=O)(=O)(O)O.[CH:8]1[C:17]2[C:12](=[CH:13][CH:14]=[CH:15][CH:16]=2)[CH:11]=[CH:10][C:9]=1[CH2:18][OH:19].C(C1C=CC=CC=1)C. Given the product [CH2:18]=[O:19].[C:16]1([CH2:1][OH:2])[C:17]2[C:12](=[CH:11][CH:10]=[CH:9][CH:8]=2)[CH:13]=[CH:14][CH:15]=1, predict the reactants needed to synthesize it. (5) Given the product [Br:13][C:14]1[CH:19]=[C:18]([C:20]2[S:24][C:23]([C:37]([OH:38])([CH3:39])[CH3:36])=[N:22][CH:21]=2)[CH:17]=[C:16]([NH:25][C:26]2[N:31]=[C:30]([C:32]([F:33])([F:34])[F:35])[CH:29]=[CH:28][N:27]=2)[CH:15]=1, predict the reactants needed to synthesize it. The reactants are: C(NC(C)C)(C)C.[Li]CCCC.[Br:13][C:14]1[CH:15]=[C:16]([NH:25][C:26]2[N:31]=[C:30]([C:32]([F:35])([F:34])[F:33])[CH:29]=[CH:28][N:27]=2)[CH:17]=[C:18]([C:20]2[S:24][CH:23]=[N:22][CH:21]=2)[CH:19]=1.[CH3:36][C:37]([CH3:39])=[O:38].